This data is from Full USPTO retrosynthesis dataset with 1.9M reactions from patents (1976-2016). The task is: Predict the reactants needed to synthesize the given product. (1) Given the product [S:1]1[CH:5]=[CH:4][N:3]2[CH:6]=[C:7]([C:9]3[CH:19]=[CH:18][CH:17]=[CH:16][C:10]=3[C:11]([OH:13])=[O:12])[N:8]=[C:2]12, predict the reactants needed to synthesize it. The reactants are: [S:1]1[CH:5]=[CH:4][N:3]2[CH:6]=[C:7]([C:9]3[CH:19]=[CH:18][CH:17]=[CH:16][C:10]=3[C:11]([O:13]CC)=[O:12])[N:8]=[C:2]12. (2) Given the product [O:1]=[C:2]1[C:10]2([C:11]3=[CH:21][C:20]4[CH2:19][CH2:18][O:17][C:16]=4[CH:15]=[C:12]3[O:13][CH2:14]2)[C:9]2[C:4](=[CH:5][CH:6]=[CH:7][CH:8]=2)[N:3]1[CH2:22][C:23]1[CH:31]=[CH:30][CH:29]=[CH:25][C:24]=1[C:38]([Cl:40])=[O:39], predict the reactants needed to synthesize it. The reactants are: [O:1]=[C:2]1[C:10]2([CH2:14][O:13][C:12]3[CH:15]=[C:16]4[C:20](=[CH:21][C:11]2=3)[CH2:19][CH2:18][O:17]4)[C:9]2[C:4](=[CH:5][CH:6]=[CH:7][CH:8]=2)[N:3]1[CH2:22][C:23]1[CH:24]=[C:25]([CH:29]=[CH:30][CH:31]=1)C(O)=O.CN(C)C=O.C(Cl)(=O)[C:38]([Cl:40])=[O:39].